From a dataset of Reaction yield outcomes from USPTO patents with 853,638 reactions. Predict the reaction yield, written as a fraction of the theoretical maximum amount of product (1.0 means a 100% yield; for example, 0.34 means a 34% yield). (1) The reactants are [NH2:1][C:2]1[CH:7]=[CH:6][C:5]([C:8]#[C:9][C:10]2[N:11]([CH2:23][CH3:24])[C:12]3[C:17]([C:18]=2[C:19]#[N:20])=[CH:16][CH:15]=[C:14]([O:21][CH3:22])[CH:13]=3)=[CH:4][CH:3]=1.[Cl:25][CH2:26][CH2:27][N:28]=[C:29]=[O:30]. The catalyst is C1(C)C=CC=CC=1.CC(C)=O. The product is [Cl:25][CH2:26][CH2:27][NH:28][C:29]([NH:1][C:2]1[CH:7]=[CH:6][C:5]([C:8]#[C:9][C:10]2[N:11]([CH2:23][CH3:24])[C:12]3[C:17]([C:18]=2[C:19]#[N:20])=[CH:16][CH:15]=[C:14]([O:21][CH3:22])[CH:13]=3)=[CH:4][CH:3]=1)=[O:30]. The yield is 0.540. (2) The reactants are [F-].C([N+](CCCC)(CCCC)CCCC)CCC.[Si]([O:26][C:27]1[CH:52]=[CH:51][C:30]([O:31][CH2:32][C:33]2[O:34][C:35]3[CH2:36][N:37]([C:42]([C:44]4[CH:49]=[CH:48][C:47]([F:50])=[CH:46][CH:45]=4)=[O:43])[CH2:38][CH2:39][C:40]=3[N:41]=2)=[CH:29][CH:28]=1)(C(C)(C)C)(C)C.O. The catalyst is C1COCC1. The product is [F:50][C:47]1[CH:48]=[CH:49][C:44]([C:42]([N:37]2[CH2:38][CH2:39][C:40]3[N:41]=[C:33]([CH2:32][O:31][C:30]4[CH:29]=[CH:28][C:27]([OH:26])=[CH:52][CH:51]=4)[O:34][C:35]=3[CH2:36]2)=[O:43])=[CH:45][CH:46]=1. The yield is 0.450. (3) The yield is 0.860. The product is [CH3:33][O:34][N:20]([CH3:22])[C:7](=[O:9])[C:6]1[CH:5]=[CH:4][C:3]([O:2][CH3:1])=[CH:11][CH:10]=1. The catalyst is C(Cl)Cl.O. The reactants are [CH3:1][O:2][C:3]1[CH:11]=[CH:10][C:6]([C:7]([OH:9])=O)=[CH:5][CH:4]=1.CCN=C=NCCC[N:20]([CH3:22])C.C1C=CC2N(O)N=NC=2C=1.[CH3:33][O:34]CN.CCN(C(C)C)C(C)C.